From a dataset of Catalyst prediction with 721,799 reactions and 888 catalyst types from USPTO. Predict which catalyst facilitates the given reaction. (1) Reactant: [NH2:1][C:2]1[C:7]([N+:8]([O-:10])=[O:9])=[C:6](Cl)[C:5]([Cl:12])=[CH:4][N:3]=1.[Cl:13][C:14]1[CH:26]=[CH:25][C:17]([CH2:18][N:19]2[CH2:24][CH2:23][NH:22][CH2:21][CH2:20]2)=[CH:16][CH:15]=1.C(N(C(C)C)CC)(C)C. Product: [Cl:12][C:5]1[C:6]([N:22]2[CH2:21][CH2:20][N:19]([CH2:18][C:17]3[CH:25]=[CH:26][C:14]([Cl:13])=[CH:15][CH:16]=3)[CH2:24][CH2:23]2)=[C:7]([N+:8]([O-:10])=[O:9])[C:2]([NH2:1])=[N:3][CH:4]=1. The catalyst class is: 32. (2) Reactant: [N:1]([CH:4]([CH:26]([CH3:28])[CH3:27])[CH2:5][CH2:6][CH2:7][O:8][Si:9]([C:22]([CH3:25])([CH3:24])[CH3:23])([C:16]1[CH:21]=[CH:20][CH:19]=[CH:18][CH:17]=1)[C:10]1[CH:15]=[CH:14][CH:13]=[CH:12][CH:11]=1)=[N+]=[N-].C(CC(OC)=O)C.[H][H]. Product: [Si:9]([O:8][CH2:7][CH2:6][CH2:5][CH:4]([NH2:1])[CH:26]([CH3:27])[CH3:28])([C:22]([CH3:24])([CH3:25])[CH3:23])([C:16]1[CH:17]=[CH:18][CH:19]=[CH:20][CH:21]=1)[C:10]1[CH:11]=[CH:12][CH:13]=[CH:14][CH:15]=1. The catalyst class is: 45.